Dataset: Forward reaction prediction with 1.9M reactions from USPTO patents (1976-2016). Task: Predict the product of the given reaction. (1) Given the reactants [CH3:1][C:2]1[CH:3]=[CH:4][C:5]([C:8]2[CH:9]=[C:10]([CH:15]=[C:16]([C:18]([N:20]3[CH2:24][CH2:23][CH2:22][CH2:21]3)=[O:19])[CH:17]=2)[C:11]([O:13]C)=[O:12])=[N:6][CH:7]=1.CO.[OH-].[Na+], predict the reaction product. The product is: [CH3:1][C:2]1[CH:3]=[CH:4][C:5]([C:8]2[CH:9]=[C:10]([CH:15]=[C:16]([C:18]([N:20]3[CH2:24][CH2:23][CH2:22][CH2:21]3)=[O:19])[CH:17]=2)[C:11]([OH:13])=[O:12])=[N:6][CH:7]=1. (2) The product is: [Cl:1][C:2]1[CH:7]=[CH:6][CH:5]=[CH:4][C:3]=1[C@@H:8]1[NH:13][C:12](=[O:14])[C@H:11]([CH2:15][CH:16]([CH3:18])[CH3:17])[N:10]([C:28]([C@@H:26]2[CH2:27][C@H:25]2[C:19]2[CH:24]=[CH:23][CH:22]=[CH:21][CH:20]=2)=[O:29])[CH2:9]1. Given the reactants [Cl:1][C:2]1[CH:7]=[CH:6][CH:5]=[CH:4][C:3]=1[C@@H:8]1[NH:13][C:12](=[O:14])[C@H:11]([CH2:15][CH:16]([CH3:18])[CH3:17])[NH:10][CH2:9]1.[C:19]1([C@@H:25]2[CH2:27][C@H:26]2[C:28](O)=[O:29])[CH:24]=[CH:23][CH:22]=[CH:21][CH:20]=1.C([C@@H]1N(C([C@@H]2C[C@H]2C2C=CC=CC=2)=O)C[C@H](CC(C)C)NC1=O)C(C)C, predict the reaction product. (3) Given the reactants CC1(C)C(C)(C)OB([C:9]2[CH:18]=[CH:17][C:16]3[C:11](=[CH:12][CH:13]=[C:14](B4OC(C)(C)C(C)(C)O4)[CH:15]=3)[CH:10]=2)O1.[CH3:29][O:30][C:31]([C:33]1[CH:37]=[CH:36][S:35][C:34]=1Br)=[O:32].[OH2:39].P([O-])([O-])([O-])=O.[K+].[K+].[K+], predict the reaction product. The product is: [CH:15]1[C:16]2[C:11](=[CH:10][C:9]([C:34]3[S:35][CH:36]=[CH:37][C:33]=3[C:31]([O:30][CH3:29])=[O:32])=[CH:18][CH:17]=2)[CH:12]=[CH:13][C:14]=1[C:34]1[S:35][CH:36]=[CH:37][C:33]=1[C:31]([O:30][CH3:29])=[O:39]. (4) Given the reactants [OH-].[K+].[CH3:3][O:4][CH2:5][CH2:6][O:7][C:8]1[CH:17]=[CH:16][C:11]([C:12]([O:14]C)=[O:13])=[CH:10][CH:9]=1.O.Cl, predict the reaction product. The product is: [CH3:3][O:4][CH2:5][CH2:6][O:7][C:8]1[CH:17]=[CH:16][C:11]([C:12]([OH:14])=[O:13])=[CH:10][CH:9]=1. (5) Given the reactants [CH2:1]1[C:4]2([CH2:7][CH2:6][CH2:5]2)[CH2:3][C:2]1(C(O)=O)[C:8]([OH:10])=[O:9], predict the reaction product. The product is: [CH2:1]1[C:4]2([CH2:7][CH2:6][CH2:5]2)[CH2:3][CH:2]1[C:8]([OH:10])=[O:9]. (6) Given the reactants [Cl:1][C:2]1[C:3]([I:11])=[C:4](F)[C:5]([C:8]#[N:9])=[N:6][CH:7]=1.[NH2:12][CH:13]([CH2:16][CH3:17])[CH2:14][CH3:15], predict the reaction product. The product is: [Cl:1][C:2]1[C:3]([I:11])=[C:4]([NH:12][CH:13]([CH2:16][CH3:17])[CH2:14][CH3:15])[C:5]([C:8]#[N:9])=[N:6][CH:7]=1. (7) The product is: [CH3:1][C@H:2]1[CH2:7][C@@H:6]([OH:8])[C@H:5]([CH:9]([CH3:11])[CH3:10])[CH2:4][CH2:3]1. Given the reactants [CH3:1][C@H:2]1[CH2:7][C@@H:6]([OH:8])[C@H:5]([C:9]([CH3:11])=[CH2:10])[CH2:4][CH2:3]1, predict the reaction product.